The task is: Predict the reaction yield, written as a fraction of the theoretical maximum amount of product (1.0 means a 100% yield; for example, 0.34 means a 34% yield).. This data is from Reaction yield outcomes from USPTO patents with 853,638 reactions. The product is [N+:9]([C:7]1[CH:8]=[C:4]([N+:1]([O-:3])=[O:2])[N:5]([CH2:19][O:20][CH2:21][CH2:22][Si:23]([CH3:26])([CH3:25])[CH3:24])[N:6]=1)([O-:11])=[O:10]. The catalyst is CN(C=O)C. The yield is 0.590. The reactants are [N+:1]([C:4]1[CH:8]=[C:7]([N+:9]([O-:11])=[O:10])[NH:6][N:5]=1)([O-:3])=[O:2].C(=O)([O-])[O-].[K+].[K+].Cl[CH2:19][O:20][CH2:21][CH2:22][Si:23]([CH3:26])([CH3:25])[CH3:24].